The task is: Predict the reactants needed to synthesize the given product.. This data is from Full USPTO retrosynthesis dataset with 1.9M reactions from patents (1976-2016). (1) Given the product [CH3:11][O:12][C:13](=[O:23])[CH2:14][C:15]1[CH:20]=[CH:19][C:18]([NH:21][C:2]2[C:7]([N+:8]([O-:10])=[O:9])=[CH:6][CH:5]=[CH:4][N:3]=2)=[CH:17][C:16]=1[CH3:22], predict the reactants needed to synthesize it. The reactants are: Cl[C:2]1[C:7]([N+:8]([O-:10])=[O:9])=[CH:6][CH:5]=[CH:4][N:3]=1.[CH3:11][O:12][C:13](=[O:23])[CH2:14][C:15]1[CH:20]=[CH:19][C:18]([NH2:21])=[CH:17][C:16]=1[CH3:22].Cl.O1CCOCC1. (2) Given the product [O:24]=[C:19]1[C:20]2[CH:21]=[CH:22][CH:23]=[C:14]3[NH:13][CH:12]([C:25]4[CH:26]=[CH:27][CH:28]=[CH:29][CH:30]=4)[CH:11]([C:8]4[CH:9]=[CH:10][C:5]([CH:4]=[O:3])=[CH:6][CH:7]=4)[C:16]([C:15]=23)=[N:17][NH:18]1, predict the reactants needed to synthesize it. The reactants are: C([O:3][CH:4](OCC)[C:5]1[CH:10]=[CH:9][C:8]([CH:11]2[C:16]3=[N:17][NH:18][C:19](=[O:24])[C:20]4[CH:21]=[CH:22][CH:23]=[C:14]([C:15]=43)[NH:13][CH:12]2[C:25]2[CH:30]=[CH:29][CH:28]=[CH:27][CH:26]=2)=[CH:7][CH:6]=1)C.C(=O)([O-])[O-].[K+].[K+]. (3) The reactants are: FC(F)(F)C(O)=O.[Cl:8][C:9]1[CH:31]=[C:30]([C:32]([NH:34][CH2:35][C:36]2[CH:41]=[CH:40][CH:39]=[C:38]([OH:42])[CH:37]=2)=[O:33])[CH:29]=[C:28]([CH3:43])[C:10]=1[C:11]([NH:13][C@H:14]([C:24]([O:26][CH3:27])=[O:25])[CH2:15][NH:16]C(OC(C)(C)C)=O)=[O:12].Cl.C(#N)C. Given the product [ClH:8].[NH2:16][CH2:15][C@@H:14]([C:24]([O:26][CH3:27])=[O:25])[NH:13][C:11](=[O:12])[C:10]1[C:28]([CH3:43])=[CH:29][C:30]([C:32]([NH:34][CH2:35][C:36]2[CH:41]=[CH:40][CH:39]=[C:38]([OH:42])[CH:37]=2)=[O:33])=[CH:31][C:9]=1[Cl:8], predict the reactants needed to synthesize it. (4) Given the product [Br:21][C:9]1[C:10]([O:11][CH3:12])=[C:2]([F:1])[C:3]([OH:13])=[C:4]([CH:8]=1)[C:5]([OH:7])=[O:6], predict the reactants needed to synthesize it. The reactants are: [F:1][C:2]1[C:3]([OH:13])=[C:4]([CH:8]=[CH:9][C:10]=1[O:11][CH3:12])[C:5]([OH:7])=[O:6].C1C(=O)N([Br:21])C(=O)C1.